From a dataset of Forward reaction prediction with 1.9M reactions from USPTO patents (1976-2016). Predict the product of the given reaction. (1) Given the reactants [Cl:1][C:2]1[CH:7]=[CH:6][CH:5]=[C:4]([Cl:8])[C:3]=1[C:9]([NH:11][C@H:12]([C:35]([O:37]C)=[O:36])[CH2:13][C:14]1[CH:19]=[CH:18][C:17]([O:20][CH2:21][CH2:22][C:23]2[CH:28]=[CH:27][CH:26]=[C:25]([NH:29][CH2:30][CH2:31][N:32]([CH3:34])[CH3:33])[N:24]=2)=[CH:16][CH:15]=1)=[O:10].[Li+].[OH-], predict the reaction product. The product is: [Cl:1][C:2]1[CH:7]=[CH:6][CH:5]=[C:4]([Cl:8])[C:3]=1[C:9]([NH:11][C@H:12]([C:35]([OH:37])=[O:36])[CH2:13][C:14]1[CH:15]=[CH:16][C:17]([O:20][CH2:21][CH2:22][C:23]2[CH:28]=[CH:27][CH:26]=[C:25]([NH:29][CH2:30][CH2:31][N:32]([CH3:33])[CH3:34])[N:24]=2)=[CH:18][CH:19]=1)=[O:10]. (2) Given the reactants [Br:1][C:2]1[CH:3]=[C:4]([N+:9]([O-:11])=[O:10])[C:5](Cl)=[N:6][CH:7]=1.[CH3:12][CH:13]([NH2:15])[CH3:14].C(N(CC)CC)C, predict the reaction product. The product is: [Br:1][C:2]1[CH:3]=[C:4]([N+:9]([O-:11])=[O:10])[C:5]([NH:15][CH:13]([CH3:14])[CH3:12])=[N:6][CH:7]=1. (3) The product is: [C:2]([C:4]1[C:5]([CH3:20])=[CH:6][C:7]([F:19])=[C:8]([CH:18]=1)[C:9]([NH:11][CH:12]1[CH2:17][CH2:16][N:15]([CH2:33][CH2:32][C:23]2[C:22]([CH3:21])=[C:30]3[C:26](=[CH:25][CH:24]=2)[C:27](=[O:31])[O:28][CH2:29]3)[CH2:14][CH2:13]1)=[O:10])#[N:3]. Given the reactants Cl.[C:2]([C:4]1[C:5]([CH3:20])=[CH:6][C:7]([F:19])=[C:8]([CH:18]=1)[C:9]([NH:11][CH:12]1[CH2:17][CH2:16][NH:15][CH2:14][CH2:13]1)=[O:10])#[N:3].[CH3:21][C:22]1[C:30]2[CH2:29][O:28][C:27](=[O:31])[C:26]=2[CH:25]=[CH:24][C:23]=1[CH2:32][CH:33]=O, predict the reaction product. (4) Given the reactants [CH3:1][N:2]1[CH2:7][CH2:6][NH:5][CH2:4][CH2:3]1.[CH3:8][O:9][C:10]1[CH:25]=[CH:24][C:13]2[NH:14][C:15]3[CH:23]=[CH:22][CH:21]=[CH:20][C:16]=3[NH:17][C:18](=O)[C:12]=2[CH:11]=1, predict the reaction product. The product is: [CH3:8][O:9][C:10]1[CH:25]=[CH:24][C:13]2[NH:14][C:15]3[CH:23]=[CH:22][CH:21]=[CH:20][C:16]=3[N:17]=[C:18]([N:5]3[CH2:6][CH2:7][N:2]([CH3:1])[CH2:3][CH2:4]3)[C:12]=2[CH:11]=1. (5) Given the reactants [O:1]=[C:2]1[NH:6][C:5]2[CH:7]=[CH:8][C:9]([NH:11][C:12]3[C:13]4[C:20]([C:21](O)=[O:22])=[CH:19][NH:18][C:14]=4[N:15]=[CH:16][N:17]=3)=[CH:10][C:4]=2[S:3]1.[CH3:24][NH:25][CH3:26], predict the reaction product. The product is: [CH3:24][N:25]([CH3:26])[C:21]([C:20]1[C:13]2[C:12]([NH:11][C:9]3[CH:8]=[CH:7][C:5]4[NH:6][C:2](=[O:1])[S:3][C:4]=4[CH:10]=3)=[N:17][CH:16]=[N:15][C:14]=2[NH:18][CH:19]=1)=[O:22]. (6) Given the reactants [NH3:1].OC(C(F)(F)F)=O.OC(C(F)(F)F)=O.[Cl:16][C:17]1[CH:22]=[CH:21][C:20]([CH2:23][CH:24]([C:29]2[N:33]3[C:34](F)=[CH:35][C:36]([C:38]4[CH:43]=[CH:42][N:41]=[C:40]([NH:44][C:45]5[N:46]([CH3:50])[N:47]=[CH:48][CH:49]=5)[N:39]=4)=[CH:37][C:32]3=[N:31][N:30]=2)[CH2:25][C:26]([OH:28])=[O:27])=[CH:19][CH:18]=1.O, predict the reaction product. The product is: [NH2:1][C:34]1[N:33]2[C:29]([CH:24]([CH2:23][C:20]3[CH:21]=[CH:22][C:17]([Cl:16])=[CH:18][CH:19]=3)[CH2:25][C:26]([OH:28])=[O:27])=[N:30][N:31]=[C:32]2[CH:37]=[C:36]([C:38]2[CH:43]=[CH:42][N:41]=[C:40]([NH:44][C:45]3[N:46]([CH3:50])[N:47]=[CH:48][CH:49]=3)[N:39]=2)[CH:35]=1. (7) Given the reactants O[C:2]1[N:7]2[CH:8]=[N:9][C:10]([C:11]([NH2:13])=O)=[C:6]2[N:5]=[C:4]([CH3:14])[C:3]=1[C:15]1[C:20]([F:21])=[CH:19][C:18]([F:22])=[CH:17][C:16]=1[F:23].P(Cl)(Cl)([Cl:26])=O.[OH-].[Na+], predict the reaction product. The product is: [Cl:26][C:2]1[N:7]2[CH:8]=[N:9][C:10]([C:11]#[N:13])=[C:6]2[N:5]=[C:4]([CH3:14])[C:3]=1[C:15]1[C:20]([F:21])=[CH:19][C:18]([F:22])=[CH:17][C:16]=1[F:23]. (8) Given the reactants [NH2:1][C:2]1[S:3][C:4]2[C:9](=O)[N:8]=[C:7]([S:11][CH2:12][C:13]3[CH:18]=[CH:17][CH:16]=[C:15]([F:19])[C:14]=3[F:20])[NH:6][C:5]=2[N:21]=1.P(Cl)(Cl)([Cl:24])=O.CN(C)C1C=CC=CC=1, predict the reaction product. The product is: [Cl:24][C:9]1[C:4]2[S:3][C:2]([NH2:1])=[N:21][C:5]=2[N:6]=[C:7]([S:11][CH2:12][C:13]2[CH:18]=[CH:17][CH:16]=[C:15]([F:19])[C:14]=2[F:20])[N:8]=1.